From a dataset of Catalyst prediction with 721,799 reactions and 888 catalyst types from USPTO. Predict which catalyst facilitates the given reaction. Reactant: [NH:1]1[CH:5]=[CH:4][N:3]=[C:2]1[CH:6]=O.[N+:8]([CH2:10][C:11]([O:13][CH2:14][CH3:15])=[O:12])#[C-:9].C1CCN2C(=NCCC2)CC1.CC(O)=O. Product: [N:3]1[CH:4]=[CH:5][N:1]2[C:2]=1[CH:6]=[C:10]([C:11]([O:13][CH2:14][CH3:15])=[O:12])[N:8]=[CH:9]2. The catalyst class is: 12.